From a dataset of Peptide-MHC class I binding affinity with 185,985 pairs from IEDB/IMGT. Regression. Given a peptide amino acid sequence and an MHC pseudo amino acid sequence, predict their binding affinity value. This is MHC class I binding data. (1) The peptide sequence is TTADHMHML. The MHC is HLA-B18:01 with pseudo-sequence HLA-B18:01. The binding affinity (normalized) is 0.334. (2) The peptide sequence is YTVTYPNL. The MHC is H-2-Db with pseudo-sequence H-2-Db. The binding affinity (normalized) is 0. (3) The peptide sequence is IIYERDFSY. The MHC is HLA-A01:01 with pseudo-sequence HLA-A01:01. The binding affinity (normalized) is 0.0847.